This data is from Full USPTO retrosynthesis dataset with 1.9M reactions from patents (1976-2016). The task is: Predict the reactants needed to synthesize the given product. (1) Given the product [C:2]([C:7]1[O:11][C:10]([CH2:12][N:13]2[CH:17]=[CH:16][C:15]([NH:18][C:27](=[O:28])/[CH:26]=[CH:25]/[C:20]3[CH:21]=[CH:22][CH:23]=[CH:24][C:19]=3[CH3:30])=[N:14]2)=[CH:9][CH:8]=1)(=[O:6])[CH3:1], predict the reactants needed to synthesize it. The reactants are: [CH3:1][C:2]1([C:7]2[O:11][C:10]([CH2:12][N:13]3[CH:17]=[CH:16][C:15]([NH2:18])=[N:14]3)=[CH:9][CH:8]=2)[O:6]CCO1.[C:19]1([CH3:30])[CH:24]=[CH:23][CH:22]=[CH:21][C:20]=1/[CH:25]=[CH:26]/[C:27](O)=[O:28]. (2) Given the product [CH:1]1([NH:13][CH2:12][C:11]([OH:14])=[O:10])[CH2:7][CH2:6][CH2:5][CH2:4][CH2:3][CH2:2]1, predict the reactants needed to synthesize it. The reactants are: [C:1]1(=O)[CH2:7][CH2:6][CH2:5][CH2:4][CH2:3][CH2:2]1.C[O:10][C:11](=[O:14])[CH2:12][NH2:13]. (3) Given the product [C:8]([C:12]1[CH:13]=[C:14]([CH:24]=[C:25]([C:28]([CH3:31])([CH3:30])[CH3:29])[C:26]=1[OH:27])[O:15][CH2:16][C:17]([OH:19])=[O:18])([CH3:11])([CH3:10])[CH3:9], predict the reactants needed to synthesize it. The reactants are: FC(F)(F)C(O)=O.[C:8]([C:12]1[CH:13]=[C:14]([CH:24]=[C:25]([C:28]([CH3:31])([CH3:30])[CH3:29])[C:26]=1[OH:27])[O:15][CH2:16][C:17]([O:19]C(C)(C)C)=[O:18])([CH3:11])([CH3:10])[CH3:9]. (4) Given the product [CH2:2]([Br:4])[CH3:3].[NH2:14][C:15]1[S:16][C:17]([C:20]([NH:8][C:7]2[C:9]([CH3:13])=[CH:10][CH:11]=[CH:12][C:6]=2[Cl:5])=[O:21])=[CH:18][N:19]=1, predict the reactants needed to synthesize it. The reactants are: [Mg].[CH2:2]([Br:4])[CH3:3].[Cl:5][C:6]1[CH:12]=[CH:11][CH:10]=[C:9]([CH3:13])[C:7]=1[NH2:8].[NH2:14][C:15]1[S:16][C:17]([C:20](OCC)=[O:21])=[CH:18][N:19]=1.[Cl-].[NH4+]. (5) Given the product [CH2:1]([O:5][C:6]1[CH:7]=[CH:8][C:9]([O:12][C:15](=[O:16])[N:14]([CH3:13])[C:18]2[CH:23]=[CH:22][CH:21]=[CH:20][CH:19]=2)=[CH:10][CH:11]=1)[CH2:2][CH2:3][CH3:4], predict the reactants needed to synthesize it. The reactants are: [CH2:1]([O:5][C:6]1[CH:11]=[CH:10][C:9]([OH:12])=[CH:8][CH:7]=1)[CH2:2][CH2:3][CH3:4].[CH3:13][N:14]([C:18]1[CH:23]=[CH:22][CH:21]=[CH:20][CH:19]=1)[C:15](Cl)=[O:16]. (6) Given the product [ClH:1].[NH:2]1[C:6]2[CH:7]=[CH:8][CH:9]=[CH:10][C:5]=2[N:4]=[C:3]1[C@H:11]([NH:21][C:29]([NH:28][CH:23]1[CH2:27][CH:26]=[CH:25][CH2:24]1)=[O:30])[CH2:12][C:13]1[CH:18]=[CH:17][C:16]([O:19][CH3:20])=[CH:15][CH:14]=1, predict the reactants needed to synthesize it. The reactants are: [ClH:1].[NH:2]1[C:6]2[CH:7]=[CH:8][CH:9]=[CH:10][C:5]=2[N:4]=[C:3]1[C@H:11]([NH2:21])[CH2:12][C:13]1[CH:18]=[CH:17][C:16]([O:19][CH3:20])=[CH:15][CH:14]=1.Cl.[CH:23]1([NH2:28])[CH2:27][CH:26]=[CH:25][CH2:24]1.[C:29](O)(C(F)(F)F)=[O:30].